Predict the reactants needed to synthesize the given product. From a dataset of Full USPTO retrosynthesis dataset with 1.9M reactions from patents (1976-2016). (1) Given the product [CH3:51][N:52]([C:53]1[CH:58]=[CH:57][CH:56]=[CH:55][C:54]=1[C:59]([F:62])([F:60])[F:61])[CH:63]1[CH2:68][CH2:67][N:66]([C:16](=[O:18])[CH2:15][NH:14][C:12]([C:9]2[CH:8]=[C:7]([C:1]3[CH:2]=[CH:3][CH:4]=[CH:5][CH:6]=3)[O:11][N:10]=2)=[O:13])[CH2:65][CH2:64]1, predict the reactants needed to synthesize it. The reactants are: [C:1]1([C:7]2[O:11][N:10]=[C:9]([C:12]([NH:14][CH2:15][C:16]([OH:18])=O)=[O:13])[CH:8]=2)[CH:6]=[CH:5][CH:4]=[CH:3][CH:2]=1.CCN(C(C)C)C(C)C.C1C=CC2N(O)N=NC=2C=1.CCN=C=NCCCN(C)C.Cl.Cl.[CH3:51][N:52]([CH:63]1[CH2:68][CH2:67][NH:66][CH2:65][CH2:64]1)[C:53]1[CH:58]=[CH:57][CH:56]=[CH:55][C:54]=1[C:59]([F:62])([F:61])[F:60]. (2) Given the product [NH2:61][CH:58]1[CH2:57][CH2:56][N:55]([C:52]2[N:53]=[CH:54][C:49]([NH:48][C:46]([C:39]3[O:38][C:37]([N:31]4[CH2:36][CH2:35][CH2:34][CH2:33][CH2:32]4)=[N:41][C:40]=3[C:42]([F:45])([F:44])[F:43])=[O:47])=[CH:50][CH:51]=2)[CH2:60][CH2:59]1, predict the reactants needed to synthesize it. The reactants are: N1(C2N=CC(NC(C3OC(N4CCCCC4)=NC=3C(F)(F)F)=O)=CC=2)CCNCC1.[N:31]1([C:37]2[O:38][C:39]([C:46]([NH:48][C:49]3[CH:50]=[CH:51][C:52]([N:55]4[CH2:60][CH2:59][CH:58]([NH:61]C(=O)OC(C)(C)C)[CH2:57][CH2:56]4)=[N:53][CH:54]=3)=[O:47])=[C:40]([C:42]([F:45])([F:44])[F:43])[N:41]=2)[CH2:36][CH2:35][CH2:34][CH2:33][CH2:32]1. (3) The reactants are: [Cl:1][S:2]([OH:5])(=O)=[O:3].[F:6][C:7]1[CH:15]=[CH:14][C:10]([C:11]([OH:13])=[O:12])=[CH:9][CH:8]=1. Given the product [Cl:1][S:2]([C:8]1[CH:9]=[C:10]([CH:14]=[CH:15][C:7]=1[F:6])[C:11]([OH:13])=[O:12])(=[O:5])=[O:3], predict the reactants needed to synthesize it. (4) Given the product [CH2:19]([C:21]1[CH:27]=[CH:26][CH:25]=[CH:24][C:22]=1[NH:23][C:2]1[CH:7]=[CH:6][C:5]([C:8]2[CH:13]=[CH:12][CH:11]=[CH:10][CH:9]=2)=[CH:4][C:3]=1[N+:14]([O-:16])=[O:15])[CH3:20], predict the reactants needed to synthesize it. The reactants are: F[C:2]1[CH:7]=[CH:6][C:5]([C:8]2[CH:13]=[CH:12][CH:11]=[CH:10][CH:9]=2)=[CH:4][C:3]=1[N+:14]([O-:16])=[O:15].[F-].[K+].[CH2:19]([C:21]1[CH:27]=[CH:26][CH:25]=[CH:24][C:22]=1[NH2:23])[CH3:20]. (5) The reactants are: [NH2:1][C:2]1[N:7]=[C:6](Cl)[C:5]([CH2:9][C:10]([O:12]CC)=O)=[C:4]([Cl:15])[N:3]=1.[N:16]1[CH:21]=[CH:20][C:19]([CH2:22][NH2:23])=[CH:18][CH:17]=1.CCN(C(C)C)C(C)C. Given the product [NH2:1][C:2]1[N:3]=[C:4]([Cl:15])[C:5]2[CH2:9][C:10](=[O:12])[N:23]([CH2:22][C:19]3[CH:20]=[CH:21][N:16]=[CH:17][CH:18]=3)[C:6]=2[N:7]=1, predict the reactants needed to synthesize it. (6) Given the product [CH3:22][C:21]1[CH:23]=[CH:24][C:18]([S:15]([O:14][C@@H:4]2[C@H:5]3[O:6][C:7]([CH3:12])([CH3:13])[O:8][CH2:9][C@H:10]3[O:11][C@@H:3]2[O:2][CH3:1])(=[O:17])=[O:16])=[CH:19][CH:20]=1, predict the reactants needed to synthesize it. The reactants are: [CH3:1][O:2][CH:3]1[O:11][C@H:10]2[C@H:5]([O:6][C:7]([CH3:13])([CH3:12])[O:8][CH2:9]2)[C@H:4]1[OH:14].[S:15](Cl)([C:18]1[CH:24]=[CH:23][C:21]([CH3:22])=[CH:20][CH:19]=1)(=[O:17])=[O:16]. (7) Given the product [O:30]=[C:7]1[CH:8]=[CH:9][C:10]([C:12]2[O:16][N:15]=[C:14]([C:17]3[CH:22]=[CH:21][C:20]([C:23]4([C:26]([F:29])([F:28])[F:27])[CH2:25][CH2:24]4)=[CH:19][CH:18]=3)[N:13]=2)=[CH:11][N:6]1[CH2:5][C:4]1[CH:3]=[C:2]([N:39]2[CH2:40][CH2:41][CH:36]([C:34]#[N:35])[CH2:37][CH2:38]2)[CH:33]=[CH:32][CH:31]=1, predict the reactants needed to synthesize it. The reactants are: Br[C:2]1[CH:3]=[C:4]([CH:31]=[CH:32][CH:33]=1)[CH2:5][N:6]1[CH:11]=[C:10]([C:12]2[O:16][N:15]=[C:14]([C:17]3[CH:22]=[CH:21][C:20]([C:23]4([C:26]([F:29])([F:28])[F:27])[CH2:25][CH2:24]4)=[CH:19][CH:18]=3)[N:13]=2)[CH:9]=[CH:8][C:7]1=[O:30].[C:34]([CH:36]1[CH2:41][CH2:40][NH:39][CH2:38][CH2:37]1)#[N:35].